From a dataset of Full USPTO retrosynthesis dataset with 1.9M reactions from patents (1976-2016). Predict the reactants needed to synthesize the given product. Given the product [C:21]1([C:40]([NH2:42])=[O:41])[C:22]2[NH:23][C:24]3[C:29](=[CH:28][CH:27]=[CH:26][CH:25]=3)[C:30]=2[CH:18]=[CH:19][CH:20]=1, predict the reactants needed to synthesize it. The reactants are: FC1C=CC(C(C2C=CC=C3C=2C=CC=C3[C:18]2[C:30]3[C:29]4[C:24](=[CH:25][C:26](C(N5CCN(C)CC5)=O)=[CH:27][CH:28]=4)[NH:23][C:22]=3[C:21]([C:40]([NH2:42])=[O:41])=[CH:20][CH:19]=2)=O)=CC=1.[BH4-].[Na+].